Task: Predict the product of the given reaction.. Dataset: Forward reaction prediction with 1.9M reactions from USPTO patents (1976-2016) (1) Given the reactants [OH:1][CH:2]([CH3:20])[CH2:3][N:4]1[C:12]2[C:7](=[C:8]([C:15]([F:18])([F:17])[F:16])[C:9]([C:13]#[N:14])=[CH:10][CH:11]=2)[CH:6]=[C:5]1[CH3:19].[F:21][C:22]1[N:27]=[CH:26][C:25](O)=[CH:24][CH:23]=1, predict the reaction product. The product is: [F:21][C:22]1[N:27]=[CH:26][C:25]([O:1][CH:2]([CH3:20])[CH2:3][N:4]2[C:12]3[C:7](=[C:8]([C:15]([F:18])([F:16])[F:17])[C:9]([C:13]#[N:14])=[CH:10][CH:11]=3)[CH:6]=[C:5]2[CH3:19])=[CH:24][CH:23]=1. (2) The product is: [Cl:1][C:2]1[CH:16]=[C:15]([NH2:17])[CH:14]=[CH:13][C:3]=1[O:4][CH:5]([CH3:12])[CH2:6][N:7]([CH2:8][CH3:9])[CH2:10][CH3:11]. Given the reactants [Cl:1][C:2]1[CH:16]=[C:15]([N+:17]([O-])=O)[CH:14]=[CH:13][C:3]=1[O:4][CH:5]([CH3:12])[CH2:6][N:7]([CH2:10][CH3:11])[CH2:8][CH3:9].ClCCl.CO.N, predict the reaction product. (3) Given the reactants [NH2:1][C:2]1[CH:7]=[CH:6][C:5]([Br:8])=[CH:4][C:3]=1[C:9]#[C:10][CH:11]1[CH2:15][CH2:14][N:13]([C:16]([O:18][C:19]([CH3:22])([CH3:21])[CH3:20])=[O:17])[CH2:12]1.[CH3:23]C([O-])(C)C.[K+].CI.Cl, predict the reaction product. The product is: [Br:8][C:5]1[CH:4]=[C:3]2[C:2](=[CH:7][CH:6]=1)[N:1]([CH3:23])[C:10]([CH:11]1[CH2:15][CH2:14][N:13]([C:16]([O:18][C:19]([CH3:22])([CH3:21])[CH3:20])=[O:17])[CH2:12]1)=[CH:9]2. (4) Given the reactants [NH2:1][C:2]1[O:3][CH2:4][C@:5]2([N:28]=1)[C@H:18]1[C@@:13]([CH3:20])([CH2:14][CH2:15][C:16](=[O:19])[CH2:17]1)[O:12][C:11]1[C:6]2=[CH:7][C:8]([C:21]2[CH:22]=[N:23][CH:24]=[C:25]([Cl:27])[CH:26]=2)=[CH:9][CH:10]=1.CC(O)C.[BH4-].[Na+], predict the reaction product. The product is: [NH2:1][C:2]1[O:3][CH2:4][C@:5]2([N:28]=1)[C@H:18]1[C@@:13]([CH3:20])([CH2:14][CH2:15][CH:16]([OH:19])[CH2:17]1)[O:12][C:11]1[C:6]2=[CH:7][C:8]([C:21]2[CH:22]=[N:23][CH:24]=[C:25]([Cl:27])[CH:26]=2)=[CH:9][CH:10]=1. (5) The product is: [C:1]([O:5][C:6]([N:8]1[CH2:13][CH2:12][N:11]([C:14]2[C:19]([CH3:20])=[CH:18][C:17]([CH:30]3[CH2:32][CH2:31]3)=[CH:16][N:15]=2)[CH2:10][CH2:9]1)=[O:7])([CH3:4])([CH3:3])[CH3:2]. Given the reactants [C:1]([O:5][C:6]([N:8]1[CH2:13][CH2:12][N:11]([C:14]2[C:19]([CH3:20])=[CH:18][C:17](Br)=[CH:16][N:15]=2)[CH2:10][CH2:9]1)=[O:7])([CH3:4])([CH3:3])[CH3:2].P([O-])([O-])([O-])=O.[K+].[K+].[K+].[CH:30]1(B(O)O)[CH2:32][CH2:31]1.C1(C)C=CC=CC=1, predict the reaction product. (6) Given the reactants [CH3:1][N:2]1[CH2:6][CH2:5][CH2:4][C@H:3]1[C:7]1[CH:8]=[CH:9][C:10]([NH2:13])=[N:11][CH:12]=1.Br[C:15]1[C:16](=[O:23])[N:17]([CH3:22])[N:18]=[C:19]([Cl:21])[CH:20]=1.C(=O)([O-])[O-].[Cs+].[Cs+].C1(P(C2C=CC=CC=2)C2C3OC4C(=CC=CC=4P(C4C=CC=CC=4)C4C=CC=CC=4)C(C)(C)C=3C=CC=2)C=CC=CC=1, predict the reaction product. The product is: [Cl:21][C:19]1[CH:20]=[C:15]([NH:13][C:10]2[CH:9]=[CH:8][C:7]([C@@H:3]3[CH2:4][CH2:5][CH2:6][N:2]3[CH3:1])=[CH:12][N:11]=2)[C:16](=[O:23])[N:17]([CH3:22])[N:18]=1. (7) Given the reactants [F:1][C:2]1[CH:7]=[CH:6][C:5]([C:8]2([CH2:14]I)[CH2:13][CH2:12][O:11][CH2:10][CH2:9]2)=[CH:4][N:3]=1.CCC(C)[BH-](C(C)CC)C(C)CC.[Na+].O, predict the reaction product. The product is: [F:1][C:2]1[CH:7]=[CH:6][C:5]([C:8]2([CH3:14])[CH2:13][CH2:12][O:11][CH2:10][CH2:9]2)=[CH:4][N:3]=1.